This data is from Reaction yield outcomes from USPTO patents with 853,638 reactions. The task is: Predict the reaction yield, written as a fraction of the theoretical maximum amount of product (1.0 means a 100% yield; for example, 0.34 means a 34% yield). (1) The reactants are CCN(C(C)C)C(C)C.[CH:10]1[C:18]2[C:17]3[CH:19]=[CH:20][CH:21]=[CH:22][C:16]=3[O:15][C:14]=2[CH:13]=[CH:12][C:11]=1[C:23]([OH:25])=O.C1C=CC2N(O)N=NC=2C=1.CCN=C=NCCCN(C)C.FC(F)(F)C(O)=O.[NH2:54][CH2:55][C:56]([N:58]1[CH2:63][CH2:62][N:61]([C:64](=[O:75])[C:65]2[CH:70]=[CH:69][CH:68]=[CH:67][C:66]=2[C:71]([F:74])([F:73])[F:72])[CH2:60][CH2:59]1)=[O:57]. The catalyst is CN(C=O)C.O. The product is [O:57]=[C:56]([N:58]1[CH2:59][CH2:60][N:61]([C:64](=[O:75])[C:65]2[CH:70]=[CH:69][CH:68]=[CH:67][C:66]=2[C:71]([F:74])([F:73])[F:72])[CH2:62][CH2:63]1)[CH2:55][NH:54][C:23]([C:11]1[CH:12]=[CH:13][C:14]2[O:15][C:16]3[CH:22]=[CH:21][CH:20]=[CH:19][C:17]=3[C:18]=2[CH:10]=1)=[O:25]. The yield is 0.333. (2) The reactants are [C:1]([NH:8][C@H:9]([C:11]([OH:13])=[O:12])[CH3:10])([O:3][C:4]([CH3:7])([CH3:6])[CH3:5])=[O:2].C(N=C=NC(C)C)(C)C.[CH3:23][CH2:24][C@@H:25]([C@H:27]([N:58]([C:60]([C@@H:62]([NH:66][C:67]([C@@H:69]([N:73]([CH3:75])[CH3:74])[CH:70]([CH3:72])[CH3:71])=[O:68])[CH:63]([CH3:65])[CH3:64])=[O:61])[CH3:59])[C@H:28]([O:56][CH3:57])[CH2:29][C:30]([N:32]1[C@H:36]([C@H:37]([O:54][CH3:55])[C@H:38]([C:40]([NH:42][C@H:43]([C:51]([OH:53])=[O:52])[CH2:44][C:45]2[CH:50]=[CH:49][CH:48]=[CH:47][CH:46]=2)=[O:41])[CH3:39])[CH2:35][CH2:34][CH2:33]1)=[O:31])[CH3:26].[OH:76][CH2:77][CH2:78][CH2:79][NH-:80]. The catalyst is CN(C1C=CN=CC=1)C.ClCCl. The product is [CH3:23][CH2:24][C@@H:25]([C@H:27]([N:58]([C:60]([C@@H:62]([NH:66][C:67]([C@@H:69]([N:73]([CH3:75])[CH3:74])[CH:70]([CH3:72])[CH3:71])=[O:68])[CH:63]([CH3:65])[CH3:64])=[O:61])[CH3:59])[C@H:28]([O:56][CH3:57])[CH2:29][C:30]([N:32]1[C@H:36]([C@H:37]([O:54][CH3:55])[C@H:38]([C:40]([NH:42][C@H:43]([C:51]([OH:53])=[O:52])[CH2:44][C:45]2[CH:50]=[CH:49][CH:48]=[CH:47][CH:46]=2)=[O:41])[CH3:39])[CH2:35][CH2:34][CH2:33]1)=[O:31])[CH3:26].[C:1]([NH:8][C@H:9]([C:11]([OH:13])=[O:12])[CH3:10])([O:3][C:4]([CH3:7])([CH3:5])[CH3:6])=[O:2].[OH:76][CH2:77][CH2:78][CH2:79][NH-:80]. The yield is 0.750. (3) The reactants are [C:1]([O:5][C:6](=[O:31])[N:7]([CH2:24][C:25]1[CH:30]=[CH:29][CH:28]=[CH:27][CH:26]=1)[CH2:8][C:9]1[CH:10]=[CH:11][CH:12]=[C:13]2[C:17]=1[N:16]([C:18]1[CH:23]=[CH:22][N:21]=[CH:20][CH:19]=1)[CH2:15][CH2:14]2)([CH3:4])([CH3:3])[CH3:2]. The catalyst is C1(C)C=CC=CC=1.[O-2].[O-2].[Mn+4]. The product is [C:1]([O:5][C:6](=[O:31])[N:7]([CH2:24][C:25]1[CH:26]=[CH:27][CH:28]=[CH:29][CH:30]=1)[CH2:8][C:9]1[CH:10]=[CH:11][CH:12]=[C:13]2[C:17]=1[N:16]([C:18]1[CH:19]=[CH:20][N:21]=[CH:22][CH:23]=1)[CH:15]=[CH:14]2)([CH3:4])([CH3:2])[CH3:3]. The yield is 0.500. (4) The reactants are C1(P(C2C=CC=CC=2)C2C=CC=CC=2)C=CC=CC=1.C(N(CC)CC)C.[F:27][CH:28]([F:32])[C:29](O)=O.[C:33]([O:37][C:38](=[O:69])[NH:39][C:40]1([C:44]2[CH:49]=[CH:48][C:47]([C:50]3[C:59](=[O:60])[C:58]4[C:53](=[C:54]([NH2:62])[C:55]([NH2:61])=[CH:56][CH:57]=4)[O:52][C:51]=3[C:63]3[CH:68]=[CH:67][CH:66]=[CH:65][CH:64]=3)=[CH:46][CH:45]=2)[CH2:43][CH2:42][CH2:41]1)([CH3:36])([CH3:35])[CH3:34]. The catalyst is C(Cl)(Cl)(Cl)Cl.ClCCCl.C1CCCCC1.C(OCC)(=O)C. The product is [C:33]([O:37][C:38](=[O:69])[NH:39][C:40]1([C:44]2[CH:45]=[CH:46][C:47]([C:50]3[C:59](=[O:60])[C:58]4[CH:57]=[CH:56][C:55]5[N:61]=[C:29]([CH:28]([F:32])[F:27])[NH:62][C:54]=5[C:53]=4[O:52][C:51]=3[C:63]3[CH:64]=[CH:65][CH:66]=[CH:67][CH:68]=3)=[CH:48][CH:49]=2)[CH2:43][CH2:42][CH2:41]1)([CH3:36])([CH3:34])[CH3:35]. The yield is 0.720. (5) The reactants are [CH3:1][C:2]1[O:6][C:5]([CH2:7][C:8]2[CH:13]=[CH:12][C:11]([CH2:14][C:15](Cl)=[N:16][OH:17])=[CH:10][CH:9]=2)=[CH:4][CH:3]=1.O1CCCC1.[C:24]([C:26]1[C:27]([NH2:32])=[N:28][CH:29]=[CH:30][CH:31]=1)#[CH:25].C(N(CC)CC)C. The catalyst is O. The product is [CH3:1][C:2]1[O:6][C:5]([CH2:7][C:8]2[CH:13]=[CH:12][C:11]([CH2:14][C:15]3[CH:25]=[C:24]([C:26]4[C:27]([NH2:32])=[N:28][CH:29]=[CH:30][CH:31]=4)[O:17][N:16]=3)=[CH:10][CH:9]=2)=[CH:4][CH:3]=1. The yield is 0.410.